The task is: Predict the product of the given reaction.. This data is from Forward reaction prediction with 1.9M reactions from USPTO patents (1976-2016). (1) Given the reactants Cl[C:2]1[CH:35]=[CH:34][CH:33]=[CH:32][C:3]=1[CH2:4][O:5][CH2:6][CH2:7][N:8]([C@H:25]1[CH2:30][CH2:29][C@H:28]([CH3:31])[CH2:27][CH2:26]1)[C:9](=[O:24])[NH:10][C:11]1[S:12][C:13]([S:16][CH2:17][C:18]([CH3:23])([CH3:22])[C:19]([OH:21])=[O:20])=[CH:14][N:15]=1.Br[CH2:37]C1C=CC=CC=1C.C(OC(=O)C(C)(C)CSC1SC(N)=NC=1)C, predict the reaction product. The product is: [CH3:22][C:18]([CH3:23])([CH2:17][S:16][C:13]1[S:12][C:11]([NH:10][C:9]([N:8]([CH2:7][CH2:6][O:5][CH2:4][C:3]2[CH:32]=[CH:33][CH:34]=[CH:35][C:2]=2[CH3:37])[C@H:25]2[CH2:30][CH2:29][C@H:28]([CH3:31])[CH2:27][CH2:26]2)=[O:24])=[N:15][CH:14]=1)[C:19]([OH:21])=[O:20]. (2) Given the reactants [F-].C([N+](CCCC)(CCCC)CCCC)CCC.C([Si]([O:36][CH2:37][CH2:38][CH:39]([O:43][CH2:44][CH3:45])[CH2:40][CH:41]=[CH2:42])(C1C=CC=CC=1)C1C=CC=CC=1)(C)(C)C, predict the reaction product. The product is: [CH2:44]([O:43][CH:39]([CH2:40][CH:41]=[CH2:42])[CH2:38][CH2:37][OH:36])[CH3:45]. (3) The product is: [F:1][C:2]1[CH:7]=[CH:6][C:5]([F:8])=[CH:4][C:3]=1[C@H:9]1[CH2:13][CH2:12][CH2:11][N:10]1[C:14]1[CH:19]=[CH:18][N:17]2[N:20]=[CH:21][C:22](/[CH:23]=[CH:24]/[C:25]([N:64]3[CH2:65][CH2:66][NH:61][C:62](=[O:67])[CH2:63]3)=[O:27])=[C:16]2[N:15]=1. Given the reactants [F:1][C:2]1[CH:7]=[CH:6][C:5]([F:8])=[CH:4][C:3]=1[C@H:9]1[CH2:13][CH2:12][CH2:11][N:10]1[C:14]1[CH:19]=[CH:18][N:17]2[N:20]=[CH:21][C:22](/[CH:23]=[CH:24]/[C:25]([OH:27])=O)=[C:16]2[N:15]=1.CN(C(ON1N=NC2C=CC=NC1=2)=[N+](C)C)C.F[P-](F)(F)(F)(F)F.CCN(C(C)C)C(C)C.[NH:61]1[CH2:66][CH2:65][NH:64][CH2:63][C:62]1=[O:67], predict the reaction product. (4) The product is: [F:25][CH:22]1[CH2:21][CH2:20][N:19]([C:16]2[CH:17]=[CH:18][C:13]([C:10]3[N:9]=[C:8]([C:5]4[CH:4]=[CH:3][C:2]([NH:30][C@H:31]5[CH2:35][CH2:34][C@@H:33]([C:36]([OH:38])=[O:37])[CH2:32]5)=[CH:7][CH:6]=4)[O:12][N:11]=3)=[CH:14][C:15]=2[C:26]([F:27])([F:29])[F:28])[CH2:24][CH2:23]1. Given the reactants F[C:2]1[CH:7]=[CH:6][C:5]([C:8]2[O:12][N:11]=[C:10]([C:13]3[CH:18]=[CH:17][C:16]([N:19]4[CH2:24][CH2:23][CH:22]([F:25])[CH2:21][CH2:20]4)=[C:15]([C:26]([F:29])([F:28])[F:27])[CH:14]=3)[N:9]=2)=[CH:4][CH:3]=1.[NH2:30][C@H:31]1[CH2:35][CH2:34][C@@H:33]([C:36]([OH:38])=[O:37])[CH2:32]1.C(=O)([O-])[O-].[K+].[K+].CN(C=O)C, predict the reaction product.